Dataset: Reaction yield outcomes from USPTO patents with 853,638 reactions. Task: Predict the reaction yield, written as a fraction of the theoretical maximum amount of product (1.0 means a 100% yield; for example, 0.34 means a 34% yield). (1) The reactants are C1CO[C:8]2[CH:7]=[CH:6][C:5]([NH:11][C:12]3[C:17]([F:18])=[CH:16][N:15]=[C:14]([NH:19][C:20]4[CH:25]=[CH:24][CH:23]=[C:22](O)C=4)[N:13]=3)=[CH:4][C:3]=2[O:2]1.ClC1N=C(NC2C=CC=[C:37]([OH:41])[CH:36]=2)C(F)=CN=1.CC1OC(C)=CC=1CN. No catalyst specified. The product is [CH3:36][C:37]1[O:41][C:23]([CH3:22])=[CH:24][C:25]=1[CH2:20][NH:19][C:14]1[N:13]=[C:12]([NH:11][C:5]2[CH:6]=[CH:7][CH:8]=[C:3]([OH:2])[CH:4]=2)[C:17]([F:18])=[CH:16][N:15]=1. The yield is 0.590. (2) The reactants are [CH2:1]([Li])CCC.[C:6]1([CH:12]([C:15]2[CH:20]=[CH:19][CH:18]=[CH:17][CH:16]=2)[CH:13]=O)[CH:11]=[CH:10][CH:9]=[CH:8][CH:7]=1.C(OCC)C. The catalyst is [Br-].C[P+](C1C=CC=CC=1)(C1C=CC=CC=1)C1C=CC=CC=1.C1COCC1. The product is [C:6]1([CH:12]([C:15]2[CH:20]=[CH:19][CH:18]=[CH:17][CH:16]=2)[CH:13]=[CH2:1])[CH:11]=[CH:10][CH:9]=[CH:8][CH:7]=1. The yield is 0.460. (3) The reactants are Cl.[NH2:2][CH2:3][CH2:4][N:5]1[C:10](=[O:11])[N:9]=[C:8]([NH:12][C:13]2[CH:18]=[CH:17][C:16]([O:19][CH:20]([CH3:22])[CH3:21])=[C:15]([F:23])[CH:14]=2)[N:7]([CH2:24][C:25]2[CH:30]=[CH:29][C:28]([Cl:31])=[CH:27][CH:26]=2)[C:6]1=[O:32].C(N(CC)CC)C.CN(C1C=CC=CN=1)C.[C:49](Cl)(=[O:51])[CH3:50]. The catalyst is O.C1COCC1. The product is [C:49]([NH:2][CH2:3][CH2:4][N:5]1[C:10](=[O:11])[N:9]=[C:8]([NH:12][C:13]2[CH:18]=[CH:17][C:16]([O:19][CH:20]([CH3:21])[CH3:22])=[C:15]([F:23])[CH:14]=2)[N:7]([CH2:24][C:25]2[CH:26]=[CH:27][C:28]([Cl:31])=[CH:29][CH:30]=2)[C:6]1=[O:32])(=[O:51])[CH3:50]. The yield is 0.990. (4) The reactants are Cl.[CH3:2][O:3][C:4](=[O:18])[C:5]1[C:6](=[C:11]([N+:15]([O-])=O)[CH:12]=[CH:13][CH:14]=1)[C:7]([O:9][CH3:10])=[O:8].[Sn](Cl)(Cl)(Cl)Cl. The catalyst is C(O)C. The product is [CH3:2][O:3][C:4](=[O:18])[C:5]1[C:6](=[C:11]([NH2:15])[CH:12]=[CH:13][CH:14]=1)[C:7]([O:9][CH3:10])=[O:8]. The yield is 0.860. (5) The reactants are Cl[C:2]1[N:7]=[N:6][C:5]([C:8]2[N:12]([CH2:13][CH2:14][CH3:15])[C:11]3[CH:16]=[CH:17][CH:18]=[CH:19][C:10]=3[N:9]=2)=[CH:4][CH:3]=1.[NH2:20][C:21]1[CH:22]=[N:23][C:24]([CH3:27])=[CH:25][CH:26]=1.C1C=CC(P(C2C(C3C(P(C4C=CC=CC=4)C4C=CC=CC=4)=CC=C4C=3C=CC=C4)=C3C(C=CC=C3)=CC=2)C2C=CC=CC=2)=CC=1.C([O-])([O-])=O.[K+].[K+]. The catalyst is C1(C)C=CC=CC=1.CC([O-])=O.CC([O-])=O.[Pd+2]. The product is [CH3:27][C:24]1[N:23]=[CH:22][C:21]([NH:20][C:2]2[N:7]=[N:6][C:5]([C:8]3[N:12]([CH2:13][CH2:14][CH3:15])[C:11]4[CH:16]=[CH:17][CH:18]=[CH:19][C:10]=4[N:9]=3)=[CH:4][CH:3]=2)=[CH:26][CH:25]=1. The yield is 0.140. (6) The reactants are [CH2:1]([O:3][C:4](=[O:28])[CH2:5][C@H:6]([NH:20][C:21](=[O:27])[CH2:22][CH2:23][C:24](O)=[O:25])[CH2:7][C:8]1[CH:13]=[CH:12][C:11]([C:14]2[CH:19]=[CH:18][CH:17]=[CH:16][CH:15]=2)=[CH:10][CH:9]=1)[CH3:2].CCN=C=NCCCN(C)C.Cl.C1C=CC2N(O)N=NC=2C=1.[NH2:51][CH2:52][CH2:53][C:54]#[N:55]. The catalyst is C1COCC1. The product is [CH2:1]([O:3][C:4](=[O:28])[CH2:5][C@H:6]([NH:20][C:21](=[O:27])[CH2:22][CH2:23][C:24](=[O:25])[NH:55][CH2:54][CH2:53][C:52]#[N:51])[CH2:7][C:8]1[CH:13]=[CH:12][C:11]([C:14]2[CH:19]=[CH:18][CH:17]=[CH:16][CH:15]=2)=[CH:10][CH:9]=1)[CH3:2]. The yield is 0.960.